From a dataset of Catalyst prediction with 721,799 reactions and 888 catalyst types from USPTO. Predict which catalyst facilitates the given reaction. (1) Reactant: [N:1]1[C:6]2[CH2:7][CH2:8][C:9]3[CH:19]=[CH:18][CH:17]=[CH:16][C:10]=3[N:11]([CH2:12][CH2:13][CH2:14][NH2:15])[C:5]=2[CH:4]=[CH:3][CH:2]=1.CCN(CC)CC.[F:27][C:28]([F:41])([F:40])[O:29][C:30]1[CH:35]=[CH:34][C:33]([S:36](Cl)(=[O:38])=[O:37])=[CH:32][CH:31]=1. Product: [N:1]1[C:6]2[CH2:7][CH2:8][C:9]3[CH:19]=[CH:18][CH:17]=[CH:16][C:10]=3[N:11]([CH2:12][CH2:13][CH2:14][NH:15][S:36]([C:33]3[CH:32]=[CH:31][C:30]([O:29][C:28]([F:27])([F:40])[F:41])=[CH:35][CH:34]=3)(=[O:38])=[O:37])[C:5]=2[CH:4]=[CH:3][CH:2]=1. The catalyst class is: 3. (2) Reactant: [CH3:1][O:2][C:3]1[CH:4]=[CH:5][C:6]2[NH:12][C:11](=[O:13])[N:10]([CH:14]3[CH2:19][CH2:18][NH:17][CH2:16][CH2:15]3)[CH2:9][CH2:8][C:7]=2[CH:20]=1.[CH2:21]([O:28][C:29]1[N:34]=[C:33]2[CH:35]=[CH:36][N:37]([C:38]([C:40]3[CH:45]=[C:44](Cl)[N:43]=[CH:42][N:41]=3)=[O:39])[C:32]2=[CH:31][CH:30]=1)[C:22]1[CH:27]=[CH:26][CH:25]=[CH:24][CH:23]=1.CCN(C(C)C)C(C)C. Product: [CH2:21]([O:28][C:29]1[N:34]=[C:33]2[CH:35]=[CH:36][N:37]([C:38]([C:40]3[N:41]=[CH:42][N:43]=[C:44]([N:17]4[CH2:18][CH2:19][CH:14]([N:10]5[CH2:9][CH2:8][C:7]6[CH:20]=[C:3]([O:2][CH3:1])[CH:4]=[CH:5][C:6]=6[NH:12][C:11]5=[O:13])[CH2:15][CH2:16]4)[CH:45]=3)=[O:39])[C:32]2=[CH:31][CH:30]=1)[C:22]1[CH:27]=[CH:26][CH:25]=[CH:24][CH:23]=1. The catalyst class is: 18. (3) Reactant: [NH2:1][N:2]1[C:10]2[C:6]([N:7]3[N:13]([CH2:14][CH:15]4[CH2:17][CH2:16]4)[C:12](=[O:18])[N:11]([CH2:19][CH2:20][N:21]4[CH:25]=[C:24]([C:26]([O:28]CC)=[O:27])[CH:23]=[N:22]4)[CH:8]3[N:9]=2)=[C:5]([C:31]2[O:32][CH:33]=[CH:34][CH:35]=2)[N:4]=[CH:3]1.[OH-].[Li+]. Product: [NH2:1][N:2]1[C:10]2[C:6]([N:7]3[N:13]([CH2:14][CH:15]4[CH2:17][CH2:16]4)[C:12](=[O:18])[N:11]([CH2:19][CH2:20][N:21]4[CH:25]=[C:24]([C:26]([OH:28])=[O:27])[CH:23]=[N:22]4)[CH:8]3[N:9]=2)=[C:5]([C:31]2[O:32][CH:33]=[CH:34][CH:35]=2)[N:4]=[CH:3]1. The catalyst class is: 83. (4) Reactant: [F:1][C:2]1[CH:7]=[C:6]([N:8]2[CH2:11][C:10]3([CH2:14][N:13]([S:15]([CH3:18])(=[O:17])=[O:16])[CH2:12]3)[CH2:9]2)[CH:5]=[CH:4][C:3]=1[C:19]1[C:24]([C:25]([F:28])([F:27])[F:26])=[CH:23][C:22]([F:29])=[C:21]([CH2:30][O:31][C:32]2[N:37]=[CH:36][C:35]3[C@@H:38]4[C@@H:41]([C:42]([O:44]CC)=[O:43])[C@@H:39]4[CH2:40][C:34]=3[CH:33]=2)[CH:20]=1.[Li+].[OH-]. Product: [F:1][C:2]1[CH:7]=[C:6]([N:8]2[CH2:9][C:10]3([CH2:12][N:13]([S:15]([CH3:18])(=[O:16])=[O:17])[CH2:14]3)[CH2:11]2)[CH:5]=[CH:4][C:3]=1[C:19]1[C:24]([C:25]([F:28])([F:27])[F:26])=[CH:23][C:22]([F:29])=[C:21]([CH2:30][O:31][C:32]2[N:37]=[CH:36][C:35]3[C@@H:38]4[C@@H:41]([C:42]([OH:44])=[O:43])[C@@H:39]4[CH2:40][C:34]=3[CH:33]=2)[CH:20]=1. The catalyst class is: 87. (5) Reactant: [NH2:1][CH2:2][C:3]1[O:7][N:6]=[C:5]([C:8]2[CH:13]=[CH:12][CH:11]=[CH:10][CH:9]=2)[CH:4]=1.[O:14]([C:21]1[CH:26]=[CH:25][C:24]([N:27]=[C:28]=[O:29])=[CH:23][CH:22]=1)[C:15]1[CH:20]=[CH:19][CH:18]=[CH:17][CH:16]=1. Product: [C:8]1([C:5]2[CH:4]=[C:3]([CH2:2][NH:1][C:28](=[O:29])[NH:27][C:24]3[CH:23]=[CH:22][C:21]([O:14][C:15]4[CH:20]=[CH:19][CH:18]=[CH:17][CH:16]=4)=[CH:26][CH:25]=3)[O:7][N:6]=2)[CH:9]=[CH:10][CH:11]=[CH:12][CH:13]=1. The catalyst class is: 8. (6) Reactant: [CH:1]1([S:6][CH:7]([C:11]2[CH:16]=[CH:15][C:14]([N+:17]([O-:19])=[O:18])=[CH:13][CH:12]=2)[C:8]([OH:10])=O)[CH2:5][CH2:4][CH2:3][CH2:2]1.[NH2:20][C:21]1[CH:26]=[CH:25][CH:24]=[CH:23][N:22]=1. Product: [CH:1]1([S:6][CH:7]([C:11]2[CH:16]=[CH:15][C:14]([N+:17]([O-:19])=[O:18])=[CH:13][CH:12]=2)[C:8]([NH:20][C:21]2[CH:26]=[CH:25][CH:24]=[CH:23][N:22]=2)=[O:10])[CH2:2][CH2:3][CH2:4][CH2:5]1. The catalyst class is: 1.